This data is from Catalyst prediction with 721,799 reactions and 888 catalyst types from USPTO. The task is: Predict which catalyst facilitates the given reaction. Reactant: [S:1]1[CH:5]=[CH:4][C:3]([C:6]2[C:11]([O:12][CH2:13][C:14]([O:16]C)=O)=[CH:10][CH:9]=[CH:8][N:7]=2)=[CH:2]1.[NH2:18][NH2:19]. Product: [S:1]1[CH:5]=[CH:4][C:3]([C:6]2[C:11]([O:12][CH2:13][C:14]([NH:18][NH2:19])=[O:16])=[CH:10][CH:9]=[CH:8][N:7]=2)=[CH:2]1. The catalyst class is: 14.